Dataset: Reaction yield outcomes from USPTO patents with 853,638 reactions. Task: Predict the reaction yield, written as a fraction of the theoretical maximum amount of product (1.0 means a 100% yield; for example, 0.34 means a 34% yield). (1) The reactants are Br[C:2]1[CH:7]=[CH:6][C:5]([CH3:8])=[C:4]([Cl:9])[CH:3]=1.[Li]CCCC.[CH3:15][C:16]([CH3:18])=[O:17]. The catalyst is C1COCC1. The product is [Cl:9][C:4]1[CH:3]=[C:2]([C:16]([OH:17])([CH3:18])[CH3:15])[CH:7]=[CH:6][C:5]=1[CH3:8]. The yield is 0.800. (2) The yield is 0.740. The reactants are Br[C:2]1[CH:23]=[CH:22][C:5]2[C:6]3[N:10]([CH2:11][CH2:12][O:13][C:4]=2[CH:3]=1)[CH:9]=[C:8]([C:14]1[N:15]([CH:19]([CH3:21])[CH3:20])[N:16]=[CH:17][N:18]=1)[N:7]=3.C([O-])(=O)C.[K+].O1CCCCC1[O:35][CH2:36][CH2:37][N:38]1[CH:42]=[C:41](B2OC(C)(C)C(C)(C)O2)[CH:40]=[N:39]1.Cl. The product is [CH:19]([N:15]1[C:14]([C:8]2[N:7]=[C:6]3[C:5]4[CH:22]=[CH:23][C:2]([C:41]5[CH:40]=[N:39][N:38]([CH2:37][CH2:36][OH:35])[CH:42]=5)=[CH:3][C:4]=4[O:13][CH2:12][CH2:11][N:10]3[CH:9]=2)=[N:18][CH:17]=[N:16]1)([CH3:21])[CH3:20]. The catalyst is CC#N.CCOC(C)=O.O.C(Cl)Cl.O1CCOCC1.[Pd].C1(P(C2C=CC=CC=2)C2C=CC=CC=2)C=CC=CC=1.C1(P(C2C=CC=CC=2)C2C=CC=CC=2)C=CC=CC=1.C1(P(C2C=CC=CC=2)C2C=CC=CC=2)C=CC=CC=1.C1(P(C2C=CC=CC=2)C2C=CC=CC=2)C=CC=CC=1.